This data is from B-cell epitopes from IEDB database with 3,159 antigens for binding position prediction. The task is: Token-level Classification. Given an antigen amino acid sequence, predict which amino acid positions are active epitope sites capable of antibody binding. Output is a list of indices for active positions. (1) Given the antigen sequence: MKKLLKSVLVFAALSSASSLQALPVGNPAEPSLMIDGILWEGFGGDPCDPCATWCDAISMRVGYYGDFVFDRVLKTDVNKEFQMGAKPTTDTGNSAAPSTLTARENPAYGRHMQDAEMFTNAACMALNIWDRFDVFCTLGATSGYLKGNSASFNLVGLFGDNENQKTVKAESVPNMSFDQSVVELYTDTTFAWSVGARAALWECGCATLGASFQYAQSKPKVEELNVLCNAAEFTINKPKGYVGKEFPLDLTAGTDAATGTKDASIDYHEWQASLALSYRLNMFTPYIGVKWSRASFDADTIRIAQPKSATAIFDTTTLNPTIAGAGDVKTGAEGQLGDTMQIVSLQLNKMKSRKSCGIAVGTTIVDADKYAVTVETRLIDERAAHVNAQFRF, which amino acid positions are active epitope sites? The epitope positions are: [327, 328, 329, 330, 331, 332, 333]. The amino acids at these positions are: DVKTGAE. (2) Given the antigen sequence: FFNGKELNKSINPDEAVAYGAAVQAAVLMGDKCEKVQDLLLLDVAPLSLGLETAGGVMTTLIQRNATIPTKQTQTFTTYSDNQPGVFIQVYEGERAMTKDNNLLGRFELSGIPPAPRGVPQIEVTFDIDANGILSVTATDRSTGKANKITITNDKGRLSKEEVERMVHEAEQYKAEDEAQRDRVAAKNSLEAHVFHVKGSLQEESLRDKIPEEDRRKMQDKCREVLAWLEHNQLAEKEEYEHQKRELEQICRPIFSRLYGGPGVPGGSSCGTQARQGDPSTGPIIEEVD, which amino acid positions are active epitope sites? The epitope positions are: [105, 106, 107, 108, 109, 110, 111, 112, 113, 114, 115, 116, 117, 118, 119]. The amino acids at these positions are: RFELSGIPPAPRGVP. (3) Given the antigen sequence: MKKSILFIFLSVLSFSPFPQDAKPVESSKEKITLESKKCNIAKKSNKSGPESMNSSNYCCELCCNPACTGCY, which amino acid positions are active epitope sites? The epitope positions are: [53, 54, 55, 56, 57, 58, 59, 60, 61, 62, 63, 64, 65, 66, 67, 68, 69, 70, 71]. The amino acids at these positions are: NSSNYCCELCCNPACTGCY.